From a dataset of Reaction yield outcomes from USPTO patents with 853,638 reactions. Predict the reaction yield, written as a fraction of the theoretical maximum amount of product (1.0 means a 100% yield; for example, 0.34 means a 34% yield). (1) The reactants are [Cl:1][C:2]1[CH:7]=[C:6]([Cl:8])[CH:5]=[CH:4][C:3]=1[N:9]1[C:13]([C:14]2[CH:19]=[CH:18][C:17]([O:20][CH2:21][CH2:22][CH2:23][F:24])=[CH:16][CH:15]=2)=[C:12]([CH3:25])[C:11]([C:26]([O:28]CC)=[O:27])=[N:10]1.[OH-].[K+]. The catalyst is C1COCC1.CCO.O. The product is [Cl:1][C:2]1[CH:7]=[C:6]([Cl:8])[CH:5]=[CH:4][C:3]=1[N:9]1[C:13]([C:14]2[CH:15]=[CH:16][C:17]([O:20][CH2:21][CH2:22][CH2:23][F:24])=[CH:18][CH:19]=2)=[C:12]([CH3:25])[C:11]([C:26]([OH:28])=[O:27])=[N:10]1. The yield is 0.990. (2) The reactants are C([S:8][C:9]1[CH:10]=[C:11]2[C:16](=[CH:17][CH:18]=1)[CH:15]=[N:14][C:13]([Cl:19])=[CH:12]2)C1C=CC=CC=1.ClN1C(C)(C)C(=[O:28])N(Cl)C1=O.[F:31][C:32]1[C:37]([F:38])=[C:36]([F:39])[C:35]([F:40])=[C:34]([F:41])[C:33]=1[OH:42].C(N(CC)CC)C.[OH2:50]. The catalyst is CCOC(C)=O.C(O)(=O)C.C(#N)C. The product is [Cl:19][C:13]1[N:14]=[CH:15][C:16]2[C:11]([CH:12]=1)=[CH:10][C:9]([S:8]([O:42][C:33]1[C:32]([F:31])=[C:37]([F:38])[C:36]([F:39])=[C:35]([F:40])[C:34]=1[F:41])(=[O:28])=[O:50])=[CH:18][CH:17]=2. The yield is 0.870.